From a dataset of Forward reaction prediction with 1.9M reactions from USPTO patents (1976-2016). Predict the product of the given reaction. (1) Given the reactants [O:1]=[C:2]1[C:11]2[C:6](=[CH:7][CH:8]=[CH:9][CH:10]=2)[N:5]=[C:4]([S:12][CH2:13][CH2:14][CH2:15][C:16]([O:18]C(C)(C)C)=[O:17])[NH:3]1.FC(F)(F)C(O)=O, predict the reaction product. The product is: [O:1]=[C:2]1[C:11]2[C:6](=[CH:7][CH:8]=[CH:9][CH:10]=2)[N:5]=[C:4]([S:12][CH2:13][CH2:14][CH2:15][C:16]([OH:18])=[O:17])[NH:3]1. (2) Given the reactants [CH3:1][S:2]([N:5]1[CH2:10][CH2:9][O:8][C@H:7]([CH2:11][O:12][C:13]2[C:18]3=[N:19][CH:20]=[CH:21][N:22]=[C:17]3[CH:16]=[C:15]([C:23]3[CH:28]=[CH:27][C:26]([CH:29]4[CH2:34][CH2:33][NH:32][CH2:31][CH2:30]4)=[CH:25][CH:24]=3)[N:14]=2)[CH2:6]1)(=[O:4])=[O:3].Br[CH2:36][CH2:37][OH:38], predict the reaction product. The product is: [CH3:1][S:2]([N:5]1[CH2:10][CH2:9][O:8][C@H:7]([CH2:11][O:12][C:13]2[C:18]3=[N:19][CH:20]=[CH:21][N:22]=[C:17]3[CH:16]=[C:15]([C:23]3[CH:24]=[CH:25][C:26]([CH:29]4[CH2:34][CH2:33][N:32]([CH2:36][CH2:37][OH:38])[CH2:31][CH2:30]4)=[CH:27][CH:28]=3)[N:14]=2)[CH2:6]1)(=[O:3])=[O:4]. (3) Given the reactants [C:1]([C:5]1[N:9]=[C:8]([CH2:10][C:11]([O:13][CH2:14][CH3:15])=[O:12])[NH:7][N:6]=1)([CH3:4])([CH3:3])[CH3:2].Br[CH2:17][CH2:18][O:19][CH3:20].C([O-])([O-])=O.[K+].[K+], predict the reaction product. The product is: [C:1]([C:5]1[N:9]=[C:8]([CH2:10][C:11]([O:13][CH2:14][CH3:15])=[O:12])[N:7]([CH2:17][CH2:18][O:19][CH3:20])[N:6]=1)([CH3:4])([CH3:2])[CH3:3]. (4) Given the reactants Cl[C:2]1[C:7]([C:8]([O:10][CH2:11][CH3:12])=[O:9])=[C:6]([Cl:13])[N:5]=[C:4]([S:14][CH3:15])[N:3]=1.C(N(C(C)C)CC)(C)C.[C:25]1([NH:31][CH2:32][CH2:33][C:34]([O:36][CH2:37][CH3:38])=[O:35])[CH:30]=[CH:29][CH:28]=[CH:27][CH:26]=1, predict the reaction product. The product is: [Cl:13][C:6]1[C:7]([C:8]([O:10][CH2:11][CH3:12])=[O:9])=[C:2]([N:31]([CH2:32][CH2:33][C:34]([O:36][CH2:37][CH3:38])=[O:35])[C:25]2[CH:30]=[CH:29][CH:28]=[CH:27][CH:26]=2)[N:3]=[C:4]([S:14][CH3:15])[N:5]=1. (5) Given the reactants [Br:1][C:2]1[CH:3]=[C:4]([CH:8]=[C:9]([Br:11])[CH:10]=1)[C:5]([OH:7])=O.C[Li].[CH3:14]COC(C)=O.Cl, predict the reaction product. The product is: [Br:11][C:9]1[CH:8]=[C:4]([C:5](=[O:7])[CH3:14])[CH:3]=[C:2]([Br:1])[CH:10]=1. (6) Given the reactants [F:1][CH:2]([F:16])[O:3][CH2:4][CH2:5][C:6]([C:9]1[CH:14]=[CH:13][C:12]([CH3:15])=[CH:11][CH:10]=1)([CH3:8])[CH3:7].CC1C=CC(C(C)(C)CCC)=CC=1.C1C(=O)N([Br:37])C(=O)C1.N(C(C)(CC(C)C)C#N)=NC(C)(CC(C)C)C#N, predict the reaction product. The product is: [F:1][CH:2]([F:16])[O:3][CH2:4][CH2:5][C:6]([C:9]1[CH:14]=[CH:13][C:12]([CH2:15][Br:37])=[CH:11][CH:10]=1)([CH3:8])[CH3:7]. (7) Given the reactants [CH3:1][C:2]1[O:6][N:5]=[C:4]([C:7]([CH:9]2[CH2:15][CH2:14][CH2:13][C:12]3[CH:16]=[C:17]([N:20]4[CH2:24][C@H:23]([CH2:25][NH:26][C:27]([C:29]5[CH:33]=[C:32]([CH3:34])[O:31][N:30]=5)=[O:28])[O:22][C:21]4=[O:35])[CH:18]=[CH:19][C:11]=3[C:10]2=O)=O)[CH:3]=1.O.[NH2:38][NH2:39], predict the reaction product. The product is: [CH3:1][C:2]1[O:6][N:5]=[C:4]([C:7]2[C:9]3[CH2:15][CH2:14][CH2:13][C:12]4[CH:16]=[C:17]([N:20]5[CH2:24][C@H:23]([CH2:25][NH:26][C:27]([C:29]6[CH:33]=[C:32]([CH3:34])[O:31][N:30]=6)=[O:28])[O:22][C:21]5=[O:35])[CH:18]=[CH:19][C:11]=4[C:10]=3[NH:39][N:38]=2)[CH:3]=1.